From a dataset of NCI-60 drug combinations with 297,098 pairs across 59 cell lines. Regression. Given two drug SMILES strings and cell line genomic features, predict the synergy score measuring deviation from expected non-interaction effect. (1) Drug 1: CC1=C2C(C(=O)C3(C(CC4C(C3C(C(C2(C)C)(CC1OC(=O)C(C(C5=CC=CC=C5)NC(=O)OC(C)(C)C)O)O)OC(=O)C6=CC=CC=C6)(CO4)OC(=O)C)OC)C)OC. Drug 2: CN(CC1=CN=C2C(=N1)C(=NC(=N2)N)N)C3=CC=C(C=C3)C(=O)NC(CCC(=O)O)C(=O)O. Cell line: SK-MEL-2. Synergy scores: CSS=43.8, Synergy_ZIP=-0.754, Synergy_Bliss=-2.14, Synergy_Loewe=-15.5, Synergy_HSA=-1.66. (2) Synergy scores: CSS=56.5, Synergy_ZIP=-1.60, Synergy_Bliss=-3.31, Synergy_Loewe=1.32, Synergy_HSA=2.04. Drug 2: C1CN1C2=NC(=NC(=N2)N3CC3)N4CC4. Cell line: RPMI-8226. Drug 1: C1C(C(OC1N2C=NC3=C(N=C(N=C32)Cl)N)CO)O. (3) Drug 2: C1=NC2=C(N=C(N=C2N1C3C(C(C(O3)CO)O)F)Cl)N. Synergy scores: CSS=48.4, Synergy_ZIP=0.634, Synergy_Bliss=-0.892, Synergy_Loewe=-2.17, Synergy_HSA=-0.413. Drug 1: C1=CC(=CC=C1CCCC(=O)O)N(CCCl)CCCl. Cell line: SR. (4) Drug 1: CC=C1C(=O)NC(C(=O)OC2CC(=O)NC(C(=O)NC(CSSCCC=C2)C(=O)N1)C(C)C)C(C)C. Drug 2: CC(C)(C#N)C1=CC(=CC(=C1)CN2C=NC=N2)C(C)(C)C#N. Cell line: SK-OV-3. Synergy scores: CSS=14.2, Synergy_ZIP=-5.22, Synergy_Bliss=-3.97, Synergy_Loewe=-34.2, Synergy_HSA=-4.40. (5) Drug 1: COC1=CC(=CC(=C1O)OC)C2C3C(COC3=O)C(C4=CC5=C(C=C24)OCO5)OC6C(C(C7C(O6)COC(O7)C8=CC=CS8)O)O. Drug 2: CCC1=C2CN3C(=CC4=C(C3=O)COC(=O)C4(CC)O)C2=NC5=C1C=C(C=C5)O. Cell line: SW-620. Synergy scores: CSS=33.8, Synergy_ZIP=-11.3, Synergy_Bliss=-13.5, Synergy_Loewe=-9.32, Synergy_HSA=-6.74.